Dataset: Retrosynthesis with 50K atom-mapped reactions and 10 reaction types from USPTO. Task: Predict the reactants needed to synthesize the given product. (1) Given the product CCOc1cc(C(C)(C)C)ncc1C1=N[C@@](C)(c2ccc(Cl)cc2)[C@@](C)(c2ccc(Cl)cc2)N1C(=O)N1CCN(C(=O)CNc2nccs2)CC1, predict the reactants needed to synthesize it. The reactants are: CCOc1cc(C(C)(C)C)ncc1C1=N[C@@](C)(c2ccc(Cl)cc2)[C@@](C)(c2ccc(Cl)cc2)N1C(=O)Cl.O=C(CNc1nccs1)N1CCNCC1. (2) Given the product O=C(NCc1ccc(C(F)(F)F)cc1)c1cnc(Cl)nc1N1CCCC1, predict the reactants needed to synthesize it. The reactants are: C1CCNC1.O=C(NCc1ccc(C(F)(F)F)cc1)c1cnc(Cl)nc1Cl. (3) Given the product CCOC(=O)c1cn(Cc2c(F)cccc2F)c2cc(Br)c(CN(C)Cc3ccccc3)cc2c1=O, predict the reactants needed to synthesize it. The reactants are: CCOC(=O)c1cn(Cc2c(F)cccc2F)c2cc(Br)c(CBr)cc2c1=O.CNCc1ccccc1. (4) Given the product CC(Oc1cccc(C=Cc2ccc3ccc(Cl)cc3n2)c1)C(N)=O, predict the reactants needed to synthesize it. The reactants are: CC(Oc1cccc(C=Cc2ccc3ccc(Cl)cc3n2)c1)C(=O)O.CCN(CC)CC. (5) Given the product CCOC(=O)C(C)Oc1ncn(-c2cccc(C(F)(F)F)c2)n1, predict the reactants needed to synthesize it. The reactants are: CCOC(=O)C(C)Br.Oc1ncn(-c2cccc(C(F)(F)F)c2)n1. (6) Given the product CC(C)(C)OC(=O)Nc1ccc(-c2cccs2)cc1NC(=O)c1cnc(N2CCN(Cc3ccc(C#N)cc3)CC2)s1, predict the reactants needed to synthesize it. The reactants are: CC(C)(C)OC(=O)Nc1ccc(-c2cccs2)cc1N.N#Cc1ccc(CN2CCN(c3ncc(C(=O)O)s3)CC2)cc1. (7) Given the product COC(C)(C)c1nc2cc(N(C)S(=O)(=O)c3ccc([N+](=O)[O-])cc3)ccc2n1CC1CCOCC1, predict the reactants needed to synthesize it. The reactants are: CNc1ccc2c(c1)nc(C(C)(C)OC)n2CC1CCOCC1.O=[N+]([O-])c1ccc(S(=O)(=O)Cl)cc1.